This data is from Retrosynthesis with 50K atom-mapped reactions and 10 reaction types from USPTO. The task is: Predict the reactants needed to synthesize the given product. (1) Given the product Nc1ccc2[nH]cnc2c1Cl, predict the reactants needed to synthesize it. The reactants are: CC(=O)Nc1ccc2[nH]cnc2c1Cl. (2) Given the product Cc1c(Cn2c(C(C)C)nc3c(Br)cc(N4CCOCC4)cc32)cccc1C(F)(F)F, predict the reactants needed to synthesize it. The reactants are: BrCCOCCBr.Cc1c(Cn2c(C(C)C)nc3c(Br)cc(N)cc32)cccc1C(F)(F)F. (3) The reactants are: CCOC(=O)C1(c2ccc(B3OC(C)(C)C(C)(C)O3)cc2)CC1.Cc1noc(-c2ccc(Br)cc2)c1C(=O)CCCc1ccccc1. Given the product CCOC(=O)C1(c2ccc(-c3ccc(-c4onc(C)c4C(=O)CCCc4ccccc4)cc3)cc2)CC1, predict the reactants needed to synthesize it. (4) Given the product CC(O)c1cc(Cl)c2cccnc2c1-c1ccccc1F, predict the reactants needed to synthesize it. The reactants are: CC(=O)c1cc(Cl)c2cccnc2c1-c1ccccc1F. (5) Given the product COc1ccc(-c2nc(OC)oc2-c2ccc(OCCN3C(=O)c4ccccc4C3=O)cc2)cc1, predict the reactants needed to synthesize it. The reactants are: COc1ccc(-c2nc(OC)oc2-c2ccc(OCCOS(C)(=O)=O)cc2)cc1.O=C1NC(=O)c2ccccc21. (6) The reactants are: COc1ccc2c(c1)SCCc1c-2[nH]c2ccc(OC)cc12.ClCCCCCBr. Given the product COc1ccc2c(c1)SCCc1c-2n(CCCCCCl)c2ccc(OC)cc12, predict the reactants needed to synthesize it.